This data is from NCI-60 drug combinations with 297,098 pairs across 59 cell lines. The task is: Regression. Given two drug SMILES strings and cell line genomic features, predict the synergy score measuring deviation from expected non-interaction effect. (1) Drug 1: CN1CCC(CC1)COC2=C(C=C3C(=C2)N=CN=C3NC4=C(C=C(C=C4)Br)F)OC. Drug 2: CC1=C2C(C(=O)C3(C(CC4C(C3C(C(C2(C)C)(CC1OC(=O)C(C(C5=CC=CC=C5)NC(=O)OC(C)(C)C)O)O)OC(=O)C6=CC=CC=C6)(CO4)OC(=O)C)OC)C)OC. Cell line: U251. Synergy scores: CSS=55.4, Synergy_ZIP=7.45, Synergy_Bliss=6.30, Synergy_Loewe=-3.34, Synergy_HSA=7.57. (2) Cell line: SK-MEL-2. Drug 2: CC1=C(C(CCC1)(C)C)C=CC(=CC=CC(=CC(=O)O)C)C. Synergy scores: CSS=3.03, Synergy_ZIP=2.19, Synergy_Bliss=5.46, Synergy_Loewe=1.77, Synergy_HSA=1.70. Drug 1: CCCS(=O)(=O)NC1=C(C(=C(C=C1)F)C(=O)C2=CNC3=C2C=C(C=N3)C4=CC=C(C=C4)Cl)F. (3) Drug 1: C1=NC2=C(N=C(N=C2N1C3C(C(C(O3)CO)O)F)Cl)N. Drug 2: CS(=O)(=O)OCCCCOS(=O)(=O)C. Cell line: SF-295. Synergy scores: CSS=-4.30, Synergy_ZIP=1.14, Synergy_Bliss=-2.35, Synergy_Loewe=-4.84, Synergy_HSA=-5.81.